Dataset: Catalyst prediction with 721,799 reactions and 888 catalyst types from USPTO. Task: Predict which catalyst facilitates the given reaction. (1) Product: [CH2:1]([O:8][C:9]([NH:11][C@@H:12]1[C:13]2([O:28][CH2:26][CH2:25][CH2:24]2)[CH2:14][N:15]([C:17]([O:19][C:20]([CH3:21])([CH3:23])[CH3:22])=[O:18])[CH2:16]1)=[O:10])[C:2]1[CH:7]=[CH:6][CH:5]=[CH:4][CH:3]=1. The catalyst class is: 4. Reactant: [CH2:1]([O:8][C:9]([NH:11][C@H:12]1[CH2:16][N:15]([C:17]([O:19][C:20]([CH3:23])([CH3:22])[CH3:21])=[O:18])[CH2:14][C:13]1([OH:28])[CH2:24][CH2:25][CH2:26]O)=[O:10])[C:2]1[CH:7]=[CH:6][CH:5]=[CH:4][CH:3]=1.CS(Cl)(=O)=O.C(N(CC)CC)C. (2) Reactant: FC(F)(F)S(O[CH2:7][C:8]([F:17])([F:16])[C:9]1[CH:14]=[CH:13][C:12]([F:15])=[CH:11][CH:10]=1)(=O)=O.[NH:20]1[CH2:25][CH2:24][CH:23]([NH:26][C:27](=[O:33])[O:28][C:29]([CH3:32])([CH3:31])[CH3:30])[CH2:22][CH2:21]1.CCN(C(C)C)C(C)C. Product: [F:17][C:8]([F:16])([C:9]1[CH:10]=[CH:11][C:12]([F:15])=[CH:13][CH:14]=1)[CH2:7][N:20]1[CH2:21][CH2:22][CH:23]([NH:26][C:27](=[O:33])[O:28][C:29]([CH3:31])([CH3:30])[CH3:32])[CH2:24][CH2:25]1. The catalyst class is: 2.